From a dataset of Full USPTO retrosynthesis dataset with 1.9M reactions from patents (1976-2016). Predict the reactants needed to synthesize the given product. Given the product [Cl:15][C:8]1[C:7]2[C:12](=[CH:13][CH:14]=[C:5]([CH2:3][OH:2])[CH:6]=2)[N:11]=[CH:10][N:9]=1, predict the reactants needed to synthesize it. The reactants are: C[O:2][C:3]([C:5]1[CH:6]=[C:7]2[C:12](=[CH:13][CH:14]=1)[N:11]=[CH:10][N:9]=[C:8]2[Cl:15])=O.CC(C[AlH]CC(C)C)C.